From a dataset of Reaction yield outcomes from USPTO patents with 853,638 reactions. Predict the reaction yield, written as a fraction of the theoretical maximum amount of product (1.0 means a 100% yield; for example, 0.34 means a 34% yield). (1) The reactants are N1C2C(=CC=C3C=2N=CC=C3)C=CC=1.C(=O)([O-])[O-].[Cs+].[Cs+].[CH2:21]([OH:23])[CH3:22].Br[C:25]1[CH:30]=[CH:29][N:28]=[C:27]([Cl:31])[N:26]=1. The catalyst is [Cu]I.CCCCCC.C(OCC)(=O)C.C1(C)C=CC=CC=1. The product is [Cl:31][C:27]1[N:28]=[CH:29][C:30]([O:23][CH2:21][CH3:22])=[CH:25][N:26]=1. The yield is 0.986. (2) The reactants are [C:1]([NH:4][C@:5]1([C@@H](CC)C)[CH2:9][CH2:8][N:7]([C@@H:10]([CH2:51][CH2:52]C2C=CC=CC=2)[C:11]([NH:13][C@@H:14]([CH2:42][C:43]2[CH:48]=[C:47]([F:49])[CH:46]=[C:45]([F:50])[CH:44]=2)[C@@H:15]([C@H:17]2[CH2:21][C@H:20]([O:22]C3C=CC=CN=3)[CH2:19][N:18]2C(C2C=CC=CC=2)C2C=CC=CC=2)[OH:16])=[O:12])[C:6]1=[O:59])(=[O:3])[CH3:2].C(N[C@]1([C@@H](CC)C)CCN([C@@H](CCC2C=CC=CC=2)C(N[C@@H](CC2C=C(F)C=C(F)C=2)[C@@H]([C@H]2C[C@@H](O[C:86]3[CH:91]=[CH:90][CH:89]=[CH:88][CH:87]=3)CN2C(C2C=CC=CC=2)C2C=CC=CC=2)O)=O)C1=O)(=O)C.C(N[C@]1([C@@H](CC)C)CCN([C@@H](CC[C:142]2[CH:147]=[CH:146][CH:145]=[CH:144][CH:143]=2)C(O)=O)C1=O)(=O)C.CN(C(ON1N=N[C:163]2[CH:164]=[CH:165]C=N[C:162]1=2)=[N+](C)C)C.F[P-](F)(F)(F)(F)F.N[C@@H](CC1C=C(F)C=C(F)C=1)[C@@H]([C@H]1C[C@H](OC2C=CC=CN=2)CN1C(C1C=CC=CC=1)C1C=CC=CC=1)O.CN1CCOCC1. The catalyst is CN(C=O)C. The product is [C:1]([NH:4][C@:5]1([C@@H:163]([CH2:164][CH3:165])[CH3:162])[CH2:9][CH2:8][N:7]([C@@H:10]([CH2:51][CH2:52][C:142]2[CH:147]=[CH:146][CH:145]=[CH:144][CH:143]=2)[C:11]([NH:13][C@@H:14]([CH2:42][C:43]2[CH:44]=[C:45]([F:50])[CH:46]=[C:47]([F:49])[CH:48]=2)[C@H:15]([OH:16])[C@H:17]2[CH2:21][C@@H:20]([O:22][C:86]3[CH:91]=[CH:90][CH:89]=[CH:88][CH:87]=3)[CH2:19][NH:18]2)=[O:12])[C:6]1=[O:59])(=[O:3])[CH3:2]. The yield is 0.560. (3) The reactants are [CH3:1][C:2]1([CH3:12])[O:6][C@@H:5]([CH:7]=[N:8][OH:9])[C:4]([CH3:11])([CH3:10])[O:3]1.[Cl:13]N1C(=O)CCC1=O.O. The catalyst is CN(C=O)C. The product is [OH:9][N:8]=[C:7]([Cl:13])[C@H:5]1[C:4]([CH3:11])([CH3:10])[O:3][C:2]([CH3:12])([CH3:1])[O:6]1. The yield is 0.796. (4) The reactants are Br[CH:2]([CH3:18])[C:3]([O:5][CH2:6][CH2:7][CH2:8][CH2:9][CH2:10][CH2:11][CH2:12][CH2:13][CH2:14][CH2:15][CH2:16][CH3:17])=[O:4].C(=O)(O)[O-].[Na+].[CH:24]([NH2:27])([CH3:26])[CH3:25]. The catalyst is C(#N)C. The product is [CH:24]([NH:27][CH:2]([CH3:18])[C:3]([O:5][CH2:6][CH2:7][CH2:8][CH2:9][CH2:10][CH2:11][CH2:12][CH2:13][CH2:14][CH2:15][CH2:16][CH3:17])=[O:4])([CH3:26])[CH3:25]. The yield is 0.752. (5) The reactants are [C:1]([O:5][C:6]([N:8]1[CH2:13][CH2:12][CH2:11][C:10]([CH3:17])([C:14](O)=[O:15])[N:9]1[C:18]([O:20][C:21]([CH3:24])([CH3:23])[CH3:22])=[O:19])=[O:7])([CH3:4])([CH3:3])[CH3:2].Cl.[Br:26][C:27]1[CH:36]=[C:35]2[C:30]([CH:31]=[CH:32][C:33]([C@H:37]([NH2:39])[CH3:38])=[N:34]2)=[CH:29][CH:28]=1.C(N(CC)C(C)C)(C)C.F[P-](F)(F)(F)(F)F.CN(C(ON1C2=NC=CC=C2N=N1)=[N+](C)C)C. The catalyst is ClCCl. The product is [C:1]([O:5][C:6]([N:8]1[CH2:13][CH2:12][CH2:11][C:10]([C:14](=[O:15])[NH:39][C@@H:37]([C:33]2[CH:32]=[CH:31][C:30]3[C:35](=[CH:36][C:27]([Br:26])=[CH:28][CH:29]=3)[N:34]=2)[CH3:38])([CH3:17])[N:9]1[C:18]([O:20][C:21]([CH3:24])([CH3:23])[CH3:22])=[O:19])=[O:7])([CH3:4])([CH3:2])[CH3:3]. The yield is 0.400. (6) The reactants are [N:1]([CH:4]([C:8]1[CH:13]=[CH:12][CH:11]=[CH:10][C:9]=1[F:14])[CH:5]1[CH2:7][CH2:6]1)=[N+]=[N-].C1(P(C2C=CC=CC=2)C2C=CC=CC=2)C=CC=CC=1.O. The catalyst is C1COCC1. The product is [CH:5]1([CH:4]([NH2:1])[C:8]2[CH:13]=[CH:12][CH:11]=[CH:10][C:9]=2[F:14])[CH2:6][CH2:7]1. The yield is 0.410.